Dataset: Merck oncology drug combination screen with 23,052 pairs across 39 cell lines. Task: Regression. Given two drug SMILES strings and cell line genomic features, predict the synergy score measuring deviation from expected non-interaction effect. (1) Synergy scores: synergy=8.46. Drug 2: Cn1cc(-c2cnn3c(N)c(Br)c(C4CCCNC4)nc23)cn1. Drug 1: CC(=O)OC1C(=O)C2(C)C(O)CC3OCC3(OC(C)=O)C2C(OC(=O)c2ccccc2)C2(O)CC(OC(=O)C(O)C(NC(=O)c3ccccc3)c3ccccc3)C(C)=C1C2(C)C. Cell line: NCIH460. (2) Drug 1: O=C(CCCCCCC(=O)Nc1ccccc1)NO. Drug 2: CNC(=O)c1cc(Oc2ccc(NC(=O)Nc3ccc(Cl)c(C(F)(F)F)c3)cc2)ccn1. Cell line: LOVO. Synergy scores: synergy=-18.1. (3) Drug 1: Nc1ccn(C2OC(CO)C(O)C2(F)F)c(=O)n1. Drug 2: NC1(c2ccc(-c3nc4ccn5c(=O)[nH]nc5c4cc3-c3ccccc3)cc2)CCC1. Cell line: UWB1289. Synergy scores: synergy=6.93. (4) Synergy scores: synergy=-0.0455. Drug 2: C#Cc1cccc(Nc2ncnc3cc(OCCOC)c(OCCOC)cc23)c1. Cell line: PA1. Drug 1: O=P1(N(CCCl)CCCl)NCCCO1. (5) Drug 1: O=C(NOCC(O)CO)c1ccc(F)c(F)c1Nc1ccc(I)cc1F. Drug 2: COC1CC2CCC(C)C(O)(O2)C(=O)C(=O)N2CCCCC2C(=O)OC(C(C)CC2CCC(OP(C)(C)=O)C(OC)C2)CC(=O)C(C)C=C(C)C(O)C(OC)C(=O)C(C)CC(C)C=CC=CC=C1C. Cell line: OV90. Synergy scores: synergy=45.8.